Dataset: Reaction yield outcomes from USPTO patents with 853,638 reactions. Task: Predict the reaction yield, written as a fraction of the theoretical maximum amount of product (1.0 means a 100% yield; for example, 0.34 means a 34% yield). (1) The reactants are F[C:2]1[CH:9]=[C:8]([C:10]2[CH:15]=[CH:14][C:13]([C:16]([F:19])([F:18])[F:17])=[CH:12][CH:11]=2)[CH:7]=[CH:6][C:3]=1[C:4]#[N:5].[CH3:20][SH:21].[Na]. The catalyst is CN(C)C=O. The product is [CH3:20][S:21][C:2]1[CH:9]=[C:8]([C:10]2[CH:15]=[CH:14][C:13]([C:16]([F:19])([F:18])[F:17])=[CH:12][CH:11]=2)[CH:7]=[CH:6][C:3]=1[C:4]#[N:5]. The yield is 0.750. (2) The reactants are Cl[C:2]1[C:11]2[C:6](=[CH:7][CH:8]=[C:9]([O:12][CH3:13])[CH:10]=2)[N:5]=[C:4]([C:14]2[CH:22]=[CH:21][C:17]([C:18]([OH:20])=[O:19])=[CH:16][CH:15]=2)[C:3]=1[F:23]. The catalyst is CO.[Pd]. The product is [F:23][C:3]1[C:4]([C:14]2[CH:22]=[CH:21][C:17]([C:18]([OH:20])=[O:19])=[CH:16][CH:15]=2)=[N:5][C:6]2[C:11]([CH:2]=1)=[CH:10][C:9]([O:12][CH3:13])=[CH:8][CH:7]=2. The yield is 0.660. (3) The reactants are [Br:1][C:2]1[N:6]2[C:7](=[O:13])[CH:8]=[C:9]([CH2:11]Cl)[N:10]=[C:5]2[S:4][C:3]=1[CH3:14].[F:15][C:16]([F:23])([F:22])[C:17]1[CH:21]=[CH:20][NH:19][N:18]=1.C(=O)([O-])[O-].[K+].[K+].[I-].[K+]. The catalyst is CC#N. The product is [Br:1][C:2]1[N:6]2[C:7](=[O:13])[CH:8]=[C:9]([CH2:11][N:19]3[CH:20]=[CH:21][C:17]([C:16]([F:23])([F:22])[F:15])=[N:18]3)[N:10]=[C:5]2[S:4][C:3]=1[CH3:14]. The yield is 0.670. (4) The reactants are I[C:2]1[C:3]2[C:8]([C:9]([C:16]3[CH:21]=[CH:20][CH:19]=[CH:18][CH:17]=3)=[C:10]3[C:15]=1[CH:14]=[CH:13][CH:12]=[CH:11]3)=[CH:7][CH:6]=[CH:5][CH:4]=2.[Br:22][C:23]1[CH:28]=[CH:27][C:26](B(O)O)=[CH:25][CH:24]=1.C(=O)([O-])[O-].[K+].[K+]. The catalyst is C1C=CC([P]([Pd]([P](C2C=CC=CC=2)(C2C=CC=CC=2)C2C=CC=CC=2)([P](C2C=CC=CC=2)(C2C=CC=CC=2)C2C=CC=CC=2)[P](C2C=CC=CC=2)(C2C=CC=CC=2)C2C=CC=CC=2)(C2C=CC=CC=2)C2C=CC=CC=2)=CC=1.C1(C)C=CC=CC=1. The product is [Br:22][C:23]1[CH:28]=[CH:27][C:26]([C:2]2[C:3]3[C:8]([C:9]([C:16]4[CH:21]=[CH:20][CH:19]=[CH:18][CH:17]=4)=[C:10]4[C:15]=2[CH:14]=[CH:13][CH:12]=[CH:11]4)=[CH:7][CH:6]=[CH:5][CH:4]=3)=[CH:25][CH:24]=1. The yield is 0.450.